Dataset: Catalyst prediction with 721,799 reactions and 888 catalyst types from USPTO. Task: Predict which catalyst facilitates the given reaction. (1) Reactant: Cl.Cl.Cl.[F:4][C:5]1[CH:10]=[CH:9][C:8]([C:11]2[N:12]=[C:13]([CH:21]3[CH2:26][CH2:25][NH:24][CH2:23][CH2:22]3)[N:14]([CH2:16][CH2:17][N:18]([CH3:20])[CH3:19])[CH:15]=2)=[CH:7][C:6]=1[C:27]([F:30])([F:29])[F:28].CS(C)=O.Cl[C:36]1[C:37]2[CH2:44][C:43](=[O:45])[N:42]([CH2:46][C:47]3[CH:52]=[CH:51][C:50]([O:53][CH3:54])=[CH:49][C:48]=3[O:55][CH3:56])[C:38]=2[N:39]=[CH:40][N:41]=1. Product: [CH3:19][N:18]([CH3:20])[CH2:17][CH2:16][N:14]1[CH:15]=[C:11]([C:8]2[CH:9]=[CH:10][C:5]([F:4])=[C:6]([C:27]([F:28])([F:29])[F:30])[CH:7]=2)[N:12]=[C:13]1[CH:21]1[CH2:26][CH2:25][N:24]([C:36]2[C:37]3[CH2:44][C:43](=[O:45])[N:42]([CH2:46][C:47]4[CH:52]=[CH:51][C:50]([O:53][CH3:54])=[CH:49][C:48]=4[O:55][CH3:56])[C:38]=3[N:39]=[CH:40][N:41]=2)[CH2:23][CH2:22]1. The catalyst class is: 6. (2) Reactant: [Cl:1][C:2]1[CH:3]=[CH:4][C:5]([O:23][CH3:24])=[C:6]([S:8]([N:11]2[C:15]3[CH:16]=[C:17]([C:20]([OH:22])=O)[CH:18]=[CH:19][C:14]=3[O:13][CH2:12]2)(=[O:10])=[O:9])[CH:7]=1.[NH2:25][C:26]1[CH:36]=[CH:35][C:29]([C:30]([O:32][CH2:33][CH3:34])=[O:31])=[C:28]([Cl:37])[CH:27]=1.CN1CCOCC1.F[P-](F)(F)(F)(F)F.N1(OC(N(C)C)=[N+](C)C)C2N=CC=CC=2N=N1. Product: [CH2:33]([O:32][C:30](=[O:31])[C:29]1[CH:35]=[CH:36][C:26]([NH:25][C:20]([C:17]2[CH:18]=[CH:19][C:14]3[O:13][CH2:12][N:11]([S:8]([C:6]4[CH:7]=[C:2]([Cl:1])[CH:3]=[CH:4][C:5]=4[O:23][CH3:24])(=[O:9])=[O:10])[C:15]=3[CH:16]=2)=[O:22])=[CH:27][C:28]=1[Cl:37])[CH3:34]. The catalyst class is: 546. (3) Reactant: [C:1]([CH2:3][C:4]1[CH:12]=[C:11]([O:13][CH3:14])[C:10]([F:15])=[CH:9][C:5]=1[C:6](O)=[O:7])#[N:2].[NH2:16][C:17]1[CH:21]=[C:20]([CH3:22])[NH:19][N:18]=1. Product: [F:15][C:10]1[CH:9]=[C:5]2[C:4]([CH:3]=[C:1]([NH:16][C:17]3[CH:21]=[C:20]([CH3:22])[NH:19][N:18]=3)[N:2]=[C:6]2[OH:7])=[CH:12][C:11]=1[O:13][CH3:14]. The catalyst class is: 15. (4) Product: [CH2:24]([O:23][C@H:8]([CH2:9][O:10][CH2:11][CH2:12][CH2:13][CH2:14][CH2:15][CH2:16][CH2:17][CH2:18][CH2:19][CH2:20][CH2:21][CH3:22])[CH2:7][S:65][CH2:64][C@@H:56]([C:57]([O:59][C:60]([CH3:63])([CH3:62])[CH3:61])=[O:58])[NH:55][C:53](=[O:54])[O:52][CH2:51][CH:49]1[C:50]2[CH:38]=[CH:39][CH:40]=[CH:41][C:42]=2[C:43]2[C:48]1=[CH:47][CH:46]=[CH:45][CH:44]=2)[CH2:25][CH2:26][CH2:27][CH2:28][CH2:29][CH2:30][CH2:31][CH2:32][CH2:33][CH2:34][CH3:35]. The catalyst class is: 8. Reactant: FC(F)(F)S(O[CH2:7][C@H:8]([O:23][CH2:24][CH2:25][CH2:26][CH2:27][CH2:28][CH2:29][CH2:30][CH2:31][CH2:32][CH2:33][CH2:34][CH3:35])[CH2:9][O:10][CH2:11][CH2:12][CH2:13][CH2:14][CH2:15][CH2:16][CH2:17][CH2:18][CH2:19][CH2:20][CH2:21][CH3:22])(=O)=O.[CH:38]1[C:50]2[CH:49]([CH2:51][O:52][C:53]([NH:55][C@@H:56]([CH2:64][SH:65])[C:57]([O:59][C:60]([CH3:63])([CH3:62])[CH3:61])=[O:58])=[O:54])[C:48]3[C:43](=[CH:44][CH:45]=[CH:46][CH:47]=3)[C:42]=2[CH:41]=[CH:40][CH:39]=1.C(=O)([O-])[O-].[K+].[K+]. (5) Reactant: [CH3:1][O:2][C:3]([C:5]1[S:15][C:8]2[N:9]=[C:10]([NH2:14])[N:11]=[C:12](Cl)[C:7]=2[CH:6]=1)=[O:4].[CH2:16]([NH2:23])[C:17]1[CH:22]=[CH:21][CH:20]=[CH:19][CH:18]=1. Product: [CH3:1][O:2][C:3]([C:5]1[S:15][C:8]2[N:9]=[C:10]([NH2:14])[N:11]=[C:12]([NH:23][CH2:16][C:17]3[CH:22]=[CH:21][CH:20]=[CH:19][CH:18]=3)[C:7]=2[CH:6]=1)=[O:4]. The catalyst class is: 1. (6) Reactant: C([N:4]([S:30]([CH2:33][C:34]1[CH:39]=[CH:38][CH:37]=[CH:36][CH:35]=1)(=[O:32])=[O:31])[C:5]([CH:7]1[CH2:12][CH2:11][N:10]([C:13]2[C:23]([C:24]#[N:25])=[CH:22][C:16]([C:17]([O:19][CH2:20][CH3:21])=[O:18])=[C:15]([O:26][CH:27]([F:29])[F:28])[N:14]=2)[CH2:9][CH2:8]1)=[O:6])C=C.C1(C)C=CC(S([O-])(=O)=O)=CC=1.[Na+]. The catalyst class is: 532. Product: [CH2:33]([S:30]([NH:4][C:5]([CH:7]1[CH2:12][CH2:11][N:10]([C:13]2[C:23]([C:24]#[N:25])=[CH:22][C:16]([C:17]([O:19][CH2:20][CH3:21])=[O:18])=[C:15]([O:26][CH:27]([F:28])[F:29])[N:14]=2)[CH2:9][CH2:8]1)=[O:6])(=[O:32])=[O:31])[C:34]1[CH:35]=[CH:36][CH:37]=[CH:38][CH:39]=1. (7) Reactant: C([Li])CCC.C(NC(C)C)(C)C.[C:13]([O:17][C:18]([N:20]1[CH2:25][CH2:24][C:23](=[O:26])[CH2:22][CH2:21]1)=[O:19])([CH3:16])([CH3:15])[CH3:14].C1C=CC(N([S:34]([C:37]([F:40])([F:39])[F:38])(=[O:36])=[O:35])[S:34]([C:37]([F:40])([F:39])[F:38])(=[O:36])=[O:35])=CC=1. Product: [F:38][C:37]([F:40])([F:39])[S:34]([O:26][C:23]1[CH2:22][CH2:21][N:20]([C:18]([O:17][C:13]([CH3:16])([CH3:14])[CH3:15])=[O:19])[CH2:25][CH:24]=1)(=[O:36])=[O:35]. The catalyst class is: 1.